Task: Predict which catalyst facilitates the given reaction.. Dataset: Catalyst prediction with 721,799 reactions and 888 catalyst types from USPTO (1) Reactant: [CH3:1][O:2][C:3]1[CH:16]=[CH:15][CH:14]=[CH:13][C:4]=1[O:5][C:6]1[CH:7]=[C:8]([CH:10]=[CH:11][CH:12]=1)[NH2:9].[N:17]1[CH:22]=[CH:21][CH:20]=[C:19]([CH:23]=O)[CH:18]=1.[BH4-].[Na+]. Product: [CH3:1][O:2][C:3]1[CH:16]=[CH:15][CH:14]=[CH:13][C:4]=1[O:5][C:6]1[CH:7]=[C:8]([NH:9][CH2:23][C:19]2[CH:18]=[N:17][CH:22]=[CH:21][CH:20]=2)[CH:10]=[CH:11][CH:12]=1. The catalyst class is: 5. (2) Reactant: [CH3:1][N:2]1[CH2:7][CH2:6][N:5]([C:8]2[C:17]3[C:12](=[CH:13][CH:14]=[CH:15][CH:16]=3)[C:11]([NH2:18])=[CH:10][CH:9]=2)[CH2:4][CH2:3]1.N1C=CC=CC=1.[CH3:25][C:26]1[CH:31]=[CH:30][C:29]([S:32]([Cl:35])(=[O:34])=[O:33])=[CH:28][CH:27]=1. Product: [ClH:35].[CH3:25][C:26]1[CH:31]=[CH:30][C:29]([S:32]([NH:18][C:11]2[C:12]3[C:17](=[CH:16][CH:15]=[CH:14][CH:13]=3)[C:8]([N:5]3[CH2:6][CH2:7][N:2]([CH3:1])[CH2:3][CH2:4]3)=[CH:9][CH:10]=2)(=[O:34])=[O:33])=[CH:28][CH:27]=1. The catalyst class is: 2. (3) Reactant: [F:1][C:2]1[CH:7]=[CH:6][C:5]([NH:8][C:9](=[O:14])[C:10]([CH3:13])([CH3:12])[CH3:11])=[CH:4][CH:3]=1.[CH2:15]([N:22]1[CH2:27][CH2:26][C:25](=[O:28])[CH2:24][CH2:23]1)[C:16]1[CH:21]=[CH:20][CH:19]=[CH:18][CH:17]=1.[ClH:29].CCCC[CH2:34][CH3:35]. Product: [F:1][C:2]1[CH:3]=[CH:4][C:5]([NH:8][C:9](=[O:14])[C:10]([CH3:11])([CH3:13])[CH3:12])=[C:6]([C:25]2([OH:28])[CH2:24][CH2:23][N:22]([CH2:15]/[CH:16]=[CH:21]/[C:20]3[CH:19]=[CH:18][C:17]([Cl:29])=[CH:35][CH:34]=3)[CH2:27][CH2:26]2)[CH:7]=1. The catalyst class is: 1.